From a dataset of Forward reaction prediction with 1.9M reactions from USPTO patents (1976-2016). Predict the product of the given reaction. (1) Given the reactants [CH2:1]([O:8][C:9]1[CH:17]=[C:16]([C:18]([N:20]2[CH2:25][CH2:24][N:23]([CH3:26])[CH2:22][CH2:21]2)=[O:19])[C:15]([Cl:27])=[CH:14][C:10]=1[C:11]([OH:13])=O)[C:2]1[CH:7]=[CH:6][CH:5]=[CH:4][CH:3]=1.CCN(C(C)C)C(C)C.[NH2:37][C:38]1[CH:39]=[N:40][CH:41]=[CH:42][CH:43]=1.ON1C2N=CC=CC=2N=N1.C(Cl)CCl, predict the reaction product. The product is: [CH2:1]([O:8][C:9]1[CH:17]=[C:16]([C:18]([N:20]2[CH2:25][CH2:24][N:23]([CH3:26])[CH2:22][CH2:21]2)=[O:19])[C:15]([Cl:27])=[CH:14][C:10]=1[C:11]([NH:37][C:38]1[CH:39]=[N:40][CH:41]=[CH:42][CH:43]=1)=[O:13])[C:2]1[CH:7]=[CH:6][CH:5]=[CH:4][CH:3]=1. (2) Given the reactants [C:1]([C:9]1[CH:18]=[CH:17][C:12]([C:13]([O:15][CH3:16])=[O:14])=[CH:11][CH:10]=1)(=O)[C:2]1[CH:7]=[CH:6][CH:5]=[CH:4][CH:3]=1.B(F)(F)F.[CH2:23]([SH:26])[CH2:24][SH:25], predict the reaction product. The product is: [C:2]1([C:1]2([C:9]3[CH:18]=[CH:17][C:12]([C:13]([O:15][CH3:16])=[O:14])=[CH:11][CH:10]=3)[S:26][CH2:23][CH2:24][S:25]2)[CH:7]=[CH:6][CH:5]=[CH:4][CH:3]=1.